This data is from Catalyst prediction with 721,799 reactions and 888 catalyst types from USPTO. The task is: Predict which catalyst facilitates the given reaction. (1) Reactant: CN(C(ON1N=NC2C=CC=NC1=2)=[N+](C)C)C.F[P-](F)(F)(F)(F)F.[Cl:25][C:26]1[CH:27]=[C:28]([CH:31]=[C:32]([O:34][C:35]2[C:40]([Cl:41])=[CH:39][CH:38]=[C:37]([CH2:42][NH:43][CH3:44])[C:36]=2[F:45])[CH:33]=1)[C:29]#[N:30].[NH:46]1[CH:50]=[CH:49][N:48]=[C:47]1[C:51]([OH:53])=O.C([O-])(O)=O.[Na+]. Product: [Cl:41][C:40]1[CH:39]=[CH:38][C:37]([CH2:42][N:43]([CH3:44])[C:51]([C:47]2[NH:46][CH:50]=[CH:49][N:48]=2)=[O:53])=[C:36]([F:45])[C:35]=1[O:34][C:32]1[CH:31]=[C:28]([C:29]#[N:30])[CH:27]=[C:26]([Cl:25])[CH:33]=1. The catalyst class is: 39. (2) Reactant: [C:1]([C:4]1[CH:9]=[C:8]([O:10][C:11]2[CH:16]=[CH:15][C:14]([NH:17][C:18]([C:20]3([C:23]([OH:25])=O)[CH2:22][CH2:21]3)=[O:19])=[C:13]([F:26])[CH:12]=2)[CH:7]=[CH:6][N:5]=1)(=[O:3])[NH2:2].[F:27][C:28]1[CH:34]=[CH:33][C:31]([NH2:32])=[CH:30][CH:29]=1.O.[Cl-].COC1N=C(OC)N=C([N+]2(C)CCOCC2)N=1. Product: [F:26][C:13]1[CH:12]=[C:11]([CH:16]=[CH:15][C:14]=1[NH:17][C:18]([C:20]1([C:23](=[O:25])[NH:32][C:31]2[CH:33]=[CH:34][C:28]([F:27])=[CH:29][CH:30]=2)[CH2:22][CH2:21]1)=[O:19])[O:10][C:8]1[CH:7]=[CH:6][N:5]=[C:4]([C:1]([NH2:2])=[O:3])[CH:9]=1. The catalyst class is: 7. (3) Reactant: [CH:1]1([N:4]2[C:8]3[C:9]([O:22][C@@H:23]([C@H:25]4[CH2:29][NH:28][C:27](=[O:30])[CH2:26]4)[CH3:24])=[CH:10][C:11](B4OC(C)(C)C(C)(C)O4)=[CH:12][C:7]=3[N:6]=[CH:5]2)[CH2:3][CH2:2]1.Br[C:32]1[CH:37]=[CH:36][N:35]=[CH:34][N:33]=1.C(=O)([O-])[O-].[Na+].[Na+].O1CCOCC1. Product: [CH:1]1([N:4]2[C:8]3[C:9]([O:22][C@@H:23]([C@H:25]4[CH2:29][NH:28][C:27](=[O:30])[CH2:26]4)[CH3:24])=[CH:10][C:11]([C:32]4[CH:37]=[CH:36][N:35]=[CH:34][N:33]=4)=[CH:12][C:7]=3[N:6]=[CH:5]2)[CH2:3][CH2:2]1. The catalyst class is: 103. (4) Reactant: [CH3:1][O:2][C:3]1[CH:4]=[C:5]([NH:9][CH:10]([C:28]2[CH:33]=[CH:32][CH:31]=[CH:30][CH:29]=2)[C:11]([C:13]2[C:21]3[C:16](=[CH:17][CH:18]=[CH:19][CH:20]=3)[N:15]([CH2:22][C:23]([O:25]CC)=[O:24])[CH:14]=2)=[O:12])[CH:6]=[CH:7][CH:8]=1.[OH-].[Na+]. Product: [CH3:1][O:2][C:3]1[CH:4]=[C:5]([NH:9][CH:10]([C:28]2[CH:33]=[CH:32][CH:31]=[CH:30][CH:29]=2)[C:11]([C:13]2[C:21]3[C:16](=[CH:17][CH:18]=[CH:19][CH:20]=3)[N:15]([CH2:22][C:23]([OH:25])=[O:24])[CH:14]=2)=[O:12])[CH:6]=[CH:7][CH:8]=1. The catalyst class is: 8. (5) Reactant: [Cl:1][C:2]1[N:7]=[CH:6][NH:5][C:4]2=[N:8][CH:9]=[CH:10][C:3]=12.[I:11]N1C(=O)CCC1=O. Product: [Cl:1][C:2]1[C:3]2[C:10]([I:11])=[CH:9][NH:8][C:4]=2[N:5]=[CH:6][N:7]=1. The catalyst class is: 1.